This data is from Forward reaction prediction with 1.9M reactions from USPTO patents (1976-2016). The task is: Predict the product of the given reaction. (1) Given the reactants CS(O[CH2:6][CH2:7][C:8]1[CH:13]=[CH:12][C:11]([C:14]2[CH:19]=[CH:18][C:17]([S:20]([CH2:23][CH2:24][CH2:25][O:26][CH3:27])(=[O:22])=[O:21])=[CH:16][CH:15]=2)=[CH:10][CH:9]=1)(=O)=O.C([O-])([O-])=O.[K+].[K+].C([C@@H]([C@H](C(O)=O)O)O)(O)=O.[CH3:44][C@@H:45]1[CH2:49][CH2:48][CH2:47][NH:46]1.S([O-])(=O)(=O)C.C=CC1C=CC=CC=1, predict the reaction product. The product is: [CH3:27][O:26][CH2:25][CH2:24][CH2:23][S:20]([C:17]1[CH:18]=[CH:19][C:14]([C:11]2[CH:10]=[CH:9][C:8]([CH2:7][CH2:6][N:46]3[CH2:47][CH2:48][CH2:49][C@H:45]3[CH3:44])=[CH:13][CH:12]=2)=[CH:15][CH:16]=1)(=[O:22])=[O:21]. (2) Given the reactants Cl.[N:2]1([C:6]([C:8]2[N:9]=[CH:10][C:11]([O:14][C:15]3[CH:16]=[C:17]([CH:28]=[C:29]([O:31][C@@H:32]([CH3:42])[CH2:33][O:34][Si](C(C)(C)C)(C)C)[CH:30]=3)[C:18]([NH:20][C:21]3[CH:26]=[N:25][C:24]([CH3:27])=[CH:23][N:22]=3)=[O:19])=[N:12][CH:13]=2)=[O:7])[CH2:5][CH2:4][CH2:3]1, predict the reaction product. The product is: [N:2]1([C:6]([C:8]2[N:9]=[CH:10][C:11]([O:14][C:15]3[CH:16]=[C:17]([CH:28]=[C:29]([O:31][C@@H:32]([CH3:42])[CH2:33][OH:34])[CH:30]=3)[C:18]([NH:20][C:21]3[CH:26]=[N:25][C:24]([CH3:27])=[CH:23][N:22]=3)=[O:19])=[N:12][CH:13]=2)=[O:7])[CH2:5][CH2:4][CH2:3]1. (3) Given the reactants [CH2:1]([S:3]([C:6]1[CH:7]=[C:8]([C:12]2[CH:20]=[CH:19][C:18]([OH:21])=[C:17]3[C:13]=2[C:14]2[CH:25]=[C:24]([CH3:26])[CH:23]=[N:22][C:15]=2[NH:16]3)[CH:9]=[CH:10][CH:11]=1)(=[O:5])=[O:4])[CH3:2].Br[CH2:28][CH2:29][C:30]#[N:31], predict the reaction product. The product is: [CH2:1]([S:3]([C:6]1[CH:7]=[C:8]([C:12]2[CH:20]=[CH:19][C:18]([O:21][CH2:28][CH2:29][C:30]#[N:31])=[C:17]3[C:13]=2[C:14]2[CH:25]=[C:24]([CH3:26])[CH:23]=[N:22][C:15]=2[NH:16]3)[CH:9]=[CH:10][CH:11]=1)(=[O:5])=[O:4])[CH3:2].